Dataset: Reaction yield outcomes from USPTO patents with 853,638 reactions. Task: Predict the reaction yield, written as a fraction of the theoretical maximum amount of product (1.0 means a 100% yield; for example, 0.34 means a 34% yield). (1) The product is [C:1]([O:5][C:6](=[O:23])[CH2:7][C@H:8]1[CH2:9][C@H:10]([C:12]([OH:14])=[O:13])[CH2:11]1)([CH3:4])([CH3:2])[CH3:3]. The reactants are [C:1]([O:5][C:6](=[O:23])[CH2:7][C@H:8]1[CH2:11][C@H:10]([C:12]([O:14][C@H](C2C=CC=CC=2)C)=[O:13])[CH2:9]1)([CH3:4])([CH3:3])[CH3:2]. The yield is 0.970. The catalyst is CO.[C].[Pd]. (2) The product is [Br:29][C:30]1[CH:35]=[CH:34][C:33]([CH2:36][NH:37][C:17]([CH:13]2[CH2:14][CH2:15][CH2:16][CH:11]([NH:10][C:4]3[N:3]=[C:2]([CH3:1])[N:7]=[C:6]([NH:8][CH3:9])[N:5]=3)[CH2:12]2)=[O:19])=[C:32]([Cl:38])[CH:31]=1. The yield is 0.400. The catalyst is CN(C)C=O. The reactants are [CH3:1][C:2]1[N:7]=[C:6]([NH:8][CH3:9])[N:5]=[C:4]([NH:10][CH:11]2[CH2:16][CH2:15][CH2:14][CH:13]([C:17]([OH:19])=O)[CH2:12]2)[N:3]=1.C(N(C(C)C)CC)(C)C.[Br:29][C:30]1[CH:35]=[CH:34][C:33]([CH2:36][NH2:37])=[C:32]([Cl:38])[CH:31]=1.F[P-](F)(F)(F)(F)F.N1(O[P+](N(C)C)(N(C)C)N(C)C)C2C=CC=CC=2N=N1.C([O-])(O)=O.[Na+]. (3) The reactants are [O:1]1[C:5]2[CH:6]=[C:7]([C:10](=[O:21])[C@H:11]([NH:13][C:14](=[O:20])[O:15][C:16]([CH3:19])([CH3:18])[CH3:17])[CH3:12])[CH:8]=[CH:9][C:4]=2[CH2:3][CH2:2]1.CC(O)C.[Al](OC(C)C)(OC(C)C)OC(C)C. The catalyst is C1(C)C=CC=CC=1. The product is [O:1]1[C:5]2[CH:6]=[C:7]([C@@H:10]([OH:21])[C@H:11]([NH:13][C:14](=[O:20])[O:15][C:16]([CH3:18])([CH3:17])[CH3:19])[CH3:12])[CH:8]=[CH:9][C:4]=2[CH2:3][CH2:2]1. The yield is 0.710. (4) The reactants are [Cl-].O[NH3+:3].[C:4](=[O:7])([O-])[OH:5].[Na+].CS(C)=O.[O:13]=[C:14]1[C:19]([CH2:20][C:21]2[CH:26]=[CH:25][C:24]([C:27]3[C:28]([C:33]#[N:34])=[CH:29][CH:30]=[CH:31][CH:32]=3)=[CH:23][CH:22]=2)=[C:18]([CH2:35][CH2:36][CH3:37])[N:17]2[N:38]=[CH:39][N:40]=[C:16]2[N:15]1[CH2:41][CH2:42][CH3:43]. The catalyst is C(OCC)(=O)C. The product is [O:7]=[C:4]1[O:5][N:3]=[C:33]([C:28]2[CH:29]=[CH:30][CH:31]=[CH:32][C:27]=2[C:24]2[CH:23]=[CH:22][C:21]([CH2:20][C:19]3[C:14](=[O:13])[N:15]([CH2:41][CH2:42][CH3:43])[C:16]4[N:17]([N:38]=[CH:39][N:40]=4)[C:18]=3[CH2:35][CH2:36][CH3:37])=[CH:26][CH:25]=2)[NH:34]1. The yield is 0.450. (5) The reactants are [CH2:1]([O:8][C:9]([N:11]([CH2:13][C:14]1[CH:19]=[C:18]([N+:20]([O-:22])=[O:21])[CH:17]=[CH:16][C:15]=1[CH:23](C(OCC)=O)[C:24]([O:26][CH2:27][CH3:28])=[O:25])[CH3:12])=[O:10])[C:2]1[CH:7]=[CH:6][CH:5]=[CH:4][CH:3]=1.[Cl-].[Li+].O. The catalyst is CS(C)=O.CCOC(C)=O. The product is [CH2:1]([O:8][C:9]([N:11]([CH2:13][C:14]1[CH:19]=[C:18]([N+:20]([O-:22])=[O:21])[CH:17]=[CH:16][C:15]=1[CH2:23][C:24]([O:26][CH2:27][CH3:28])=[O:25])[CH3:12])=[O:10])[C:2]1[CH:3]=[CH:4][CH:5]=[CH:6][CH:7]=1. The yield is 0.920. (6) The reactants are [C:1]([NH:5][C:6]([C:8]1[C:16]2[C:11](=[N:12][CH:13]=[C:14]([C:17]3[C:25]4[C:20](=[CH:21][C:22]([F:26])=[CH:23][CH:24]=4)[N:19]([CH:27]4[CH2:32][CH2:31][N:30](C(OC(C)(C)C)=O)[CH2:29][CH2:28]4)[N:18]=3)[N:15]=2)[N:10](COCC[Si](C)(C)C)[CH:9]=1)=[O:7])([CH3:4])([CH3:3])[CH3:2].FC(F)(F)C(O)=O.C(N)CN. The catalyst is ClCCl. The product is [C:1]([NH:5][C:6]([C:8]1[C:16]2[C:11](=[N:12][CH:13]=[C:14]([C:17]3[C:25]4[C:20](=[CH:21][C:22]([F:26])=[CH:23][CH:24]=4)[N:19]([CH:27]4[CH2:32][CH2:31][NH:30][CH2:29][CH2:28]4)[N:18]=3)[N:15]=2)[NH:10][CH:9]=1)=[O:7])([CH3:4])([CH3:2])[CH3:3]. The yield is 0.850. (7) The reactants are [OH:1][C:2]1[CH:7]=[C:6]([OH:8])[CH:5]=[CH:4][C:3]=1[C:9](=[O:18])[CH2:10][C:11]1[CH:16]=[CH:15][C:14]([OH:17])=[CH:13][CH:12]=1.[C:19](O[C:19](=O)[CH:20]([CH3:22])[CH3:21])(=O)[CH:20]([CH3:22])[CH3:21].O.Cl. The catalyst is C(N(CC)CC)C. The product is [OH:8][C:6]1[CH:7]=[C:2]2[C:3]([C:9](=[O:18])[C:10]([C:11]3[CH:16]=[CH:15][C:14]([OH:17])=[CH:13][CH:12]=3)=[C:19]([CH:20]([CH3:22])[CH3:21])[O:1]2)=[CH:4][CH:5]=1. The yield is 0.720.